From a dataset of Forward reaction prediction with 1.9M reactions from USPTO patents (1976-2016). Predict the product of the given reaction. Given the reactants Cl.[N:2]1[CH:7]=[CH:6][CH:5]=[CH:4][C:3]=1[C:8](Cl)=[O:9].CCN(CC)CC.[NH2:18][C:19]1[CH:24]=[CH:23][C:22]([N:25]2[CH2:30][CH2:29][N:28]([C:31](=[O:35])[CH:32]([CH3:34])[CH3:33])[CH2:27][CH2:26]2)=[C:21]([Cl:36])[CH:20]=1, predict the reaction product. The product is: [Cl:36][C:21]1[CH:20]=[C:19]([NH:18][C:8](=[O:9])[C:3]2[CH:4]=[CH:5][CH:6]=[CH:7][N:2]=2)[CH:24]=[CH:23][C:22]=1[N:25]1[CH2:30][CH2:29][N:28]([C:31](=[O:35])[CH:32]([CH3:33])[CH3:34])[CH2:27][CH2:26]1.